This data is from Forward reaction prediction with 1.9M reactions from USPTO patents (1976-2016). The task is: Predict the product of the given reaction. Given the reactants [C:1]([O:5][C:6]([N:8]([CH3:60])[C@@H:9]([CH3:59])[C:10]([NH:12][C@H:13]([C:33]([N:35]1[C@H:44]([C:45](=[O:58])[N:46]([CH3:57])[C@H:47]2[C:56]3[C:51](=[CH:52][CH:53]=[CH:54][CH:55]=3)[CH2:50][CH2:49][CH2:48]2)[CH2:43][C:42]2[C:37](=[CH:38][CH:39]=[CH:40][CH:41]=2)[CH2:36]1)=[O:34])[CH2:14][C:15]1[CH:32]=[CH:31][C:18]([O:19][CH2:20][C:21]2[CH:30]=[CH:29][C:24]([C:25]([O:27]C)=[O:26])=[CH:23][CH:22]=2)=[CH:17][CH:16]=1)=[O:11])=[O:7])([CH3:4])([CH3:3])[CH3:2].[OH-].[Na+].Cl, predict the reaction product. The product is: [C:1]([O:5][C:6]([N:8]([CH3:60])[C@@H:9]([CH3:59])[C:10]([NH:12][C@H:13]([C:33]([N:35]1[C@H:44]([C:45](=[O:58])[N:46]([CH3:57])[C@H:47]2[C:56]3[C:51](=[CH:52][CH:53]=[CH:54][CH:55]=3)[CH2:50][CH2:49][CH2:48]2)[CH2:43][C:42]2[C:37](=[CH:38][CH:39]=[CH:40][CH:41]=2)[CH2:36]1)=[O:34])[CH2:14][C:15]1[CH:16]=[CH:17][C:18]([O:19][CH2:20][C:21]2[CH:30]=[CH:29][C:24]([C:25]([OH:27])=[O:26])=[CH:23][CH:22]=2)=[CH:31][CH:32]=1)=[O:11])=[O:7])([CH3:3])([CH3:2])[CH3:4].